From a dataset of Forward reaction prediction with 1.9M reactions from USPTO patents (1976-2016). Predict the product of the given reaction. (1) Given the reactants [N:1]([C:4]1[CH:9]=[CH:8][C:7]([C:10]2[CH:15]=[CH:14][C:13]([C:16]3[CH:21]=[CH:20][C:19]([N:22]=[N+]=[N-])=[CH:18][CH:17]=3)=[CH:12][CH:11]=2)=[CH:6][CH:5]=1)=[N+]=[N-].[CH3:25][O:26][C:27]1[CH:32]=[CH:31][C:30]([P:33]([C:42]2[CH:47]=[CH:46][C:45]([O:48][CH3:49])=[CH:44][CH:43]=2)[C:34]2[CH:39]=[CH:38][C:37]([O:40][CH3:41])=[CH:36][CH:35]=2)=[CH:29][CH:28]=1, predict the reaction product. The product is: [CH3:41][O:40][C:37]1[CH:38]=[CH:39][C:34]([P:33]([C:42]2[CH:43]=[CH:44][C:45]([O:48][CH3:49])=[CH:46][CH:47]=2)([C:30]2[CH:31]=[CH:32][C:27]([O:26][CH3:25])=[CH:28][CH:29]=2)=[N:1][C:4]2[CH:9]=[CH:8][C:7]([C:10]3[CH:15]=[CH:14][C:13]([C:16]4[CH:21]=[CH:20][C:19]([N:22]=[P:33]([C:34]5[CH:39]=[CH:38][C:37]([O:40][CH3:41])=[CH:36][CH:35]=5)([C:42]5[CH:47]=[CH:46][C:45]([O:48][CH3:49])=[CH:44][CH:43]=5)[C:30]5[CH:29]=[CH:28][C:27]([O:26][CH3:25])=[CH:32][CH:31]=5)=[CH:18][CH:17]=4)=[CH:12][CH:11]=3)=[CH:6][CH:5]=2)=[CH:35][CH:36]=1. (2) Given the reactants [CH:1]([C:4]1[N:5]=[C:6]([C:26]2[CH:31]=[CH:30][C:29]([C:32]([F:35])([F:34])[F:33])=[CH:28][CH:27]=2)[S:7][C:8]=1[CH2:9][CH2:10][C:11]([C:13]1[CH:18]=[CH:17][C:16]([CH2:19][CH2:20][C:21]([O:23][CH3:24])=[O:22])=[C:15]([CH3:25])[CH:14]=1)=O)([CH3:3])[CH3:2].[Cl-].[NH4+].O1CCC[CH2:39]1, predict the reaction product. The product is: [CH:1]([C:4]1[N:5]=[C:6]([C:26]2[CH:27]=[CH:28][C:29]([C:32]([F:35])([F:33])[F:34])=[CH:30][CH:31]=2)[S:7][C:8]=1[CH2:9][CH2:10][C:11]([C:13]1[CH:18]=[CH:17][C:16]([CH2:19][CH2:20][C:21]([O:23][CH3:24])=[O:22])=[C:15]([CH3:25])[CH:14]=1)=[CH2:39])([CH3:2])[CH3:3].